From a dataset of Forward reaction prediction with 1.9M reactions from USPTO patents (1976-2016). Predict the product of the given reaction. (1) Given the reactants [CH3:1][C:2]1[S:3][C:4]([C:8]2[C:9](=[O:15])[NH:10][C:11](=[O:14])[NH:12][CH:13]=2)=[C:5]([CH3:7])[N:6]=1.C(=O)([O-])[O-].[K+].[K+].Br[CH2:23][CH2:24][CH:25]([O:28][CH3:29])[O:26][CH3:27], predict the reaction product. The product is: [CH3:27][O:26][CH:25]([O:28][CH3:29])[CH2:24][CH2:23][N:12]1[CH:13]=[C:8]([C:4]2[S:3][C:2]([CH3:1])=[N:6][C:5]=2[CH3:7])[C:9](=[O:15])[NH:10][C:11]1=[O:14]. (2) Given the reactants [C:1]([CH:5]1[CH2:14][CH2:13][C:12]2[N:11]=[C:10]([SH:15])[C:9]([N+:16]([O-])=O)=[CH:8][C:7]=2[CH2:6]1)([CH3:4])([CH3:3])[CH3:2].[Cl-].[Cl-].[Ca+2], predict the reaction product. The product is: [NH2:16][C:9]1[C:10]([SH:15])=[N:11][C:12]2[CH2:13][CH2:14][CH:5]([C:1]([CH3:3])([CH3:2])[CH3:4])[CH2:6][C:7]=2[CH:8]=1. (3) Given the reactants [OH:1][C:2]1[C:3]([N+:10]([O-])=O)=[C:4]([CH:7]=[CH:8][CH:9]=1)[C:5]#[N:6], predict the reaction product. The product is: [NH2:10][C:3]1[C:2]([OH:1])=[CH:9][CH:8]=[CH:7][C:4]=1[C:5]#[N:6]. (4) Given the reactants [NH:1]1[C:5]([CH2:6][C:7]([OH:9])=[O:8])=[N:4][N:3]=[N:2]1.S(=O)(=O)(O)O.[CH3:15]O, predict the reaction product. The product is: [NH:1]1[C:5]([CH2:6][C:7]([O:9][CH3:15])=[O:8])=[N:4][N:3]=[N:2]1. (5) Given the reactants [F:1][C:2]1([CH2:11][CH2:12][CH:13]2[C:21]3[C:16](=[CH:17][CH:18]=[CH:19][C:20]=3[F:22])[C:15]3=[CH:23][N:24]=[CH:25][N:14]23)[CH2:7][CH2:6][CH:5]([C:8](O)=[O:9])[CH2:4][CH2:3]1.O[N:27]1C(=O)CCC1=O.C1CCC(N=C=NC2CCCCC2)CC1.N.CO, predict the reaction product. The product is: [F:1][C:2]1([CH2:11][CH2:12][CH:13]2[C:21]3[C:16](=[CH:17][CH:18]=[CH:19][C:20]=3[F:22])[C:15]3=[CH:23][N:24]=[CH:25][N:14]23)[CH2:7][CH2:6][CH:5]([C:8]([NH2:27])=[O:9])[CH2:4][CH2:3]1. (6) Given the reactants C[O-].[Na+:3].[N+:4]([C:7]1[CH:12]=[CH:11][C:10]([OH:13])=[CH:9][CH:8]=1)([O-:6])=[O:5], predict the reaction product. The product is: [N+:4]([C:7]1[CH:12]=[CH:11][C:10]([O-:13])=[CH:9][CH:8]=1)([O-:6])=[O:5].[Na+:3]. (7) Given the reactants Cl[C:2]1[CH:11]=[CH:10][C:9]2[N:8]=[CH:7][C:6]3[N:12]=[N:13][N:14]([CH:15]4[CH2:20][CH2:19][N:18]([C:21](=[O:25])[CH:22]([CH3:24])[CH3:23])[CH2:17][CH2:16]4)[C:5]=3[C:4]=2[N:3]=1.CC1(C)C(C)(C)OB([C:34]2[CH:35]=[C:36]([C:41]([F:44])([F:43])[F:42])[C:37]([NH2:40])=[N:38][CH:39]=2)O1.C([O-])([O-])=O.[K+].[K+], predict the reaction product. The product is: [NH2:40][C:37]1[N:38]=[CH:39][C:34]([C:2]2[CH:11]=[CH:10][C:9]3[N:8]=[CH:7][C:6]4[N:12]=[N:13][N:14]([CH:15]5[CH2:20][CH2:19][N:18]([C:21](=[O:25])[CH:22]([CH3:24])[CH3:23])[CH2:17][CH2:16]5)[C:5]=4[C:4]=3[N:3]=2)=[CH:35][C:36]=1[C:41]([F:44])([F:42])[F:43]. (8) Given the reactants [CH2:1]([O:5][CH2:6][CH2:7][O:8][C:9]1[CH:14]=[CH:13][C:12]([C:15]2[CH:20]=[CH:19][C:18]([N:21]3[CH2:25][CH2:24][CH:23]([CH3:26])[CH2:22]3)=[C:17](/[CH:27]=[C:28](\[CH3:32])/[C:29](O)=[O:30])[CH:16]=2)=[CH:11][CH:10]=1)[CH2:2][CH2:3][CH3:4].CN(C=O)C.C(Cl)(=O)C(Cl)=O.[CH2:44]([N:47]1[C:51]([CH2:52][S@@:53]([C:55]2[CH:61]=[CH:60][C:58]([NH2:59])=[CH:57][CH:56]=2)=[O:54])=[CH:50][N:49]=[CH:48]1)[CH2:45][CH3:46], predict the reaction product. The product is: [CH2:1]([O:5][CH2:6][CH2:7][O:8][C:9]1[CH:10]=[CH:11][C:12]([C:15]2[CH:20]=[CH:19][C:18]([N:21]3[CH2:25][CH2:24][CH:23]([CH3:26])[CH2:22]3)=[C:17](/[CH:27]=[C:28](\[CH3:32])/[C:29]([NH:59][C:58]3[CH:57]=[CH:56][C:55]([S@:53]([CH2:52][C:51]4[N:47]([CH2:44][CH2:45][CH3:46])[CH:48]=[N:49][CH:50]=4)=[O:54])=[CH:61][CH:60]=3)=[O:30])[CH:16]=2)=[CH:13][CH:14]=1)[CH2:2][CH2:3][CH3:4].